Dataset: Full USPTO retrosynthesis dataset with 1.9M reactions from patents (1976-2016). Task: Predict the reactants needed to synthesize the given product. (1) Given the product [C:4]([C:6]1[CH:33]=[C:9]2[N:10]=[C:11]([N:28]3[CH2:32][CH2:31][CH2:30][CH2:29]3)[CH:12]=[C:13]([N:14]([CH:22]3[CH2:23][CH2:24][O:25][CH2:26][CH2:27]3)[C:15](=[O:21])[O:16][C:17]([CH3:20])([CH3:19])[CH3:18])[N:8]2[N:7]=1)(=[O:5])[CH2:35][CH3:36], predict the reactants needed to synthesize it. The reactants are: CON(C)[C:4]([C:6]1[CH:33]=[C:9]2[N:10]=[C:11]([N:28]3[CH2:32][CH2:31][CH2:30][CH2:29]3)[CH:12]=[C:13]([N:14]([CH:22]3[CH2:27][CH2:26][O:25][CH2:24][CH2:23]3)[C:15](=[O:21])[O:16][C:17]([CH3:20])([CH3:19])[CH3:18])[N:8]2[N:7]=1)=[O:5].[CH2:35]([Mg]Br)[CH3:36].[Cl-].[NH4+]. (2) Given the product [Br:1][C:2]1[CH:11]=[CH:10][C:5]2[CH:6]([NH:9][C:20]([C:17]3([NH:16][C:14](=[O:15])[C:13]([F:12])([F:23])[F:24])[CH2:18][CH2:19]3)=[O:21])[CH2:7][O:8][C:4]=2[CH:3]=1, predict the reactants needed to synthesize it. The reactants are: [Br:1][C:2]1[CH:11]=[CH:10][C:5]2[CH:6]([NH2:9])[CH2:7][O:8][C:4]=2[CH:3]=1.[F:12][C:13]([F:24])([F:23])[C:14]([NH:16][C:17]1([C:20](O)=[O:21])[CH2:19][CH2:18]1)=[O:15]. (3) Given the product [CH:17]1[C:32]2[C:33]([C:2]3[CH:15]=[CH:14][C:5]4[S:6][C:7]5[CH:12]=[CH:11][C:10]([C:33]6([OH:35])[C:34]7[CH:21]=[CH:22][CH:23]=[CH:24][C:25]=7[O:26][C:27]7[C:32]6=[CH:31][CH:30]=[CH:29][CH:28]=7)=[CH:9][C:8]=5[C:4]=4[CH:3]=3)([OH:35])[C:34]3[C:25](=[CH:24][CH:23]=[CH:22][CH:21]=3)[O:26][C:27]=2[CH:19]=[CH:18][CH:16]=1, predict the reactants needed to synthesize it. The reactants are: Br[C:2]1[CH:15]=[CH:14][C:5]2[S:6][C:7]3[CH:12]=[CH:11][C:10](Br)=[CH:9][C:8]=3[C:4]=2[CH:3]=1.[CH:16]([Li])([CH2:18][CH3:19])[CH3:17].[CH:21]1[C:34]2[C:33](=[O:35])[C:32]3[C:27](=[CH:28][CH:29]=[CH:30][CH:31]=3)[O:26][C:25]=2[CH:24]=[CH:23][CH:22]=1.